Predict the reactants needed to synthesize the given product. From a dataset of Full USPTO retrosynthesis dataset with 1.9M reactions from patents (1976-2016). (1) Given the product [CH2:1]([O:3][C:4]([C:6]1[C:10]([C:11]([OH:13])=[O:12])=[C:9]([CH3:18])[O:8][N:7]=1)=[O:5])[CH3:2], predict the reactants needed to synthesize it. The reactants are: [CH2:1]([O:3][C:4]([C:6]1[C:10]([C:11]([O:13]C(C)(C)C)=[O:12])=[C:9]([CH3:18])[O:8][N:7]=1)=[O:5])[CH3:2].Cl. (2) Given the product [Cl:4][C:5]1[C:6]([C:7](=[O:8])[CH3:1])=[CH:13][CH:14]=[C:15]([CH3:17])[N:16]=1, predict the reactants needed to synthesize it. The reactants are: [CH3:1][Mg]Cl.[Cl:4][C:5]1[N:16]=[C:15]([CH3:17])[CH:14]=[CH:13][C:6]=1[C:7](N(OC)C)=[O:8]. (3) Given the product [CH3:37][N:38]1[CH2:43][CH2:42][N:41]([CH2:44][C:45]2[N:46]=[C:47]([NH:50][C:4]([C:6]3[C:7]4[N:8]=[CH:9][CH:10]=[N:11][C:12]=4[C:13]([C:16]4[C:21]([F:22])=[C:20]([O:23][CH3:24])[CH:19]=[C:18]([O:25][CH3:26])[C:17]=4[Cl:27])=[CH:14][CH:15]=3)=[O:3])[NH:48][CH:49]=2)[CH2:40][CH2:39]1, predict the reactants needed to synthesize it. The reactants are: C([O:3][C:4]([C:6]1[C:7]2[N:8]=[CH:9][CH:10]=[N:11][C:12]=2[C:13]([C:16]2[C:21]([F:22])=[C:20]([O:23][CH3:24])[CH:19]=[C:18]([O:25][CH3:26])[C:17]=2[Cl:27])=[CH:14][CH:15]=1)=O)C.CO.C1COCC1.CO.[CH3:37][N:38]1[CH2:43][CH2:42][N:41]([CH2:44][C:45]2[N:46]=[C:47]([N+:50]([O-])=O)[NH:48][CH:49]=2)[CH2:40][CH2:39]1. (4) Given the product [CH3:7][N:6]1[C:2]([N:18]2[CH2:17][CH2:16][CH2:15][C:14]3([CH2:11][N:12]([C:20]([O:22][C:23]([CH3:25])([CH3:26])[CH3:24])=[O:21])[CH2:13]3)[CH2:19]2)=[C:3]([N+:8]([O-:10])=[O:9])[CH:4]=[N:5]1, predict the reactants needed to synthesize it. The reactants are: Cl[C:2]1[N:6]([CH3:7])[N:5]=[CH:4][C:3]=1[N+:8]([O-:10])=[O:9].[CH2:11]1[C:14]2([CH2:19][NH:18][CH2:17][CH2:16][CH2:15]2)[CH2:13][N:12]1[C:20]([O:22][C:23]([CH3:26])([CH3:25])[CH3:24])=[O:21].CCN(C(C)C)C(C)C.